Dataset: Peptide-MHC class I binding affinity with 185,985 pairs from IEDB/IMGT. Task: Regression. Given a peptide amino acid sequence and an MHC pseudo amino acid sequence, predict their binding affinity value. This is MHC class I binding data. The peptide sequence is EFFDCFKYIL. The MHC is HLA-A29:02 with pseudo-sequence HLA-A29:02. The binding affinity (normalized) is 0.402.